This data is from Forward reaction prediction with 1.9M reactions from USPTO patents (1976-2016). The task is: Predict the product of the given reaction. Given the reactants FC1C=C(C=CC=1)N.ClC1C=CC2C(=C([C:20]3[NH:28][C:27]4[CH2:26][CH2:25][NH:24][C:23](=[O:29])[C:22]=4[CH:21]=3)C=CC=2)N=1.[Li+].C[Si]([N-][Si](C)(C)C)(C)C.C1COCC1, predict the reaction product. The product is: [NH:28]1[C:27]2[CH2:26][CH2:25][NH:24][C:23](=[O:29])[C:22]=2[CH:21]=[CH:20]1.